From a dataset of Reaction yield outcomes from USPTO patents with 853,638 reactions. Predict the reaction yield, written as a fraction of the theoretical maximum amount of product (1.0 means a 100% yield; for example, 0.34 means a 34% yield). (1) The reactants are [N+:1]([C:4]1[CH:5]=[C:6]([CH:10]=[C:11]([C:13]2[O:14][C:15]3[C:16]([N:21]=2)=[N:17][CH:18]=[CH:19][CH:20]=3)[CH:12]=1)[C:7](O)=[O:8])([O-:3])=[O:2].CN1CCOCC1.ClC(OCC(C)C)=O.[BH4-].[Na+]. The catalyst is C1COCC1.O. The product is [N+:1]([C:4]1[CH:5]=[C:6]([CH2:7][OH:8])[CH:10]=[C:11]([C:13]2[O:14][C:15]3[C:16]([N:21]=2)=[N:17][CH:18]=[CH:19][CH:20]=3)[CH:12]=1)([O-:3])=[O:2]. The yield is 0.680. (2) The reactants are [Cl:1][C:2]1[C:3]([NH:17][CH2:18][CH2:19][C:20]2[CH:25]=[CH:24][CH:23]=[C:22]([O:26]C)[CH:21]=2)=[N:4][C:5]([NH:8][C:9]2[CH:10]=[C:11]([CH2:15]O)[CH:12]=[CH:13][CH:14]=2)=[N:6][CH:7]=1.B(Br)(Br)[Br:29].O. The catalyst is C(Cl)Cl. The product is [Br:29][CH2:15][C:11]1[CH:10]=[C:9]([NH:8][C:5]2[N:4]=[C:3]([NH:17][CH2:18][CH2:19][C:20]3[CH:21]=[C:22]([OH:26])[CH:23]=[CH:24][CH:25]=3)[C:2]([Cl:1])=[CH:7][N:6]=2)[CH:14]=[CH:13][CH:12]=1. The yield is 0.890. (3) The reactants are [Cl:1][C:2]1[CH:7]=[CH:6][C:5]([CH3:8])=[CH:4][C:3]=1[OH:9].CI.[C:12]([O-])([O-])=O.[K+].[K+]. The catalyst is CC#N. The product is [Cl:1][C:2]1[CH:7]=[CH:6][C:5]([CH3:8])=[CH:4][C:3]=1[O:9][CH3:12]. The yield is 0.890. (4) The reactants are [CH:1]1([CH2:6][CH:7]([C:11]2[CH:16]=[CH:15][C:14]([I:17])=[CH:13][CH:12]=2)[C:8]([OH:10])=[O:9])[CH2:5][CH2:4][CH2:3][CH2:2]1.[CH3:18]O. The catalyst is S(=O)(=O)(O)O. The product is [CH3:18][O:9][C:8](=[O:10])[CH:7]([C:11]1[CH:16]=[CH:15][C:14]([I:17])=[CH:13][CH:12]=1)[CH2:6][CH:1]1[CH2:5][CH2:4][CH2:3][CH2:2]1. The yield is 0.970. (5) The reactants are [C:1]([S:4][CH2:5][C:6]1[CH:7]=[C:8]([C:17]([O:19][CH2:20][CH3:21])=[O:18])[CH:9]=[C:10]([CH:16]=1)[C:11]([O:13][CH2:14][CH3:15])=[O:12])(=O)C.C[O-].[Na+].CI. The catalyst is C1COCC1.CO. The product is [CH3:1][S:4][CH2:5][C:6]1[CH:7]=[C:8]([C:17]([O:19][CH2:20][CH3:21])=[O:18])[CH:9]=[C:10]([CH:16]=1)[C:11]([O:13][CH2:14][CH3:15])=[O:12]. The yield is 0.550. (6) The reactants are [F:1][C:2]1[CH:3]=[CH:4][C:5]([O:10][C:11]2[CH:12]=[C:13]3[C:17](=[CH:18][CH:19]=2)[NH:16][N:15]=[CH:14]3)=[C:6]([CH:9]=1)[C:7]#[N:8].Cl[CH2:21][C:22]([N:24]([CH3:26])[CH3:25])=[O:23].C([O-])([O-])=O.[K+].[K+]. The catalyst is CN(C=O)C.[I-].C([N+](CCCC)(CCCC)CCCC)CCC. The product is [C:7]([C:6]1[CH:9]=[C:2]([F:1])[CH:3]=[CH:4][C:5]=1[O:10][C:11]1[CH:12]=[C:13]2[C:17](=[CH:18][CH:19]=1)[N:16]([CH2:21][C:22]([N:24]([CH3:26])[CH3:25])=[O:23])[N:15]=[CH:14]2)#[N:8]. The yield is 0.120.